From a dataset of Peptide-MHC class II binding affinity with 134,281 pairs from IEDB. Regression. Given a peptide amino acid sequence and an MHC pseudo amino acid sequence, predict their binding affinity value. This is MHC class II binding data. (1) The peptide sequence is DVCGMFTNRSGSQQWR. The MHC is HLA-DQA10301-DQB10301 with pseudo-sequence HLA-DQA10301-DQB10301. The binding affinity (normalized) is 0.282. (2) The peptide sequence is AFSIRPGLLIGFGLR. The MHC is DRB3_0301 with pseudo-sequence DRB3_0301. The binding affinity (normalized) is 0.346. (3) The peptide sequence is EAKQKGFVPFLVSATAGTTV. The MHC is DRB1_0401 with pseudo-sequence DRB1_0401. The binding affinity (normalized) is 0.475. (4) The peptide sequence is YDKFLANVSTCLTGK. The MHC is DRB1_0404 with pseudo-sequence DRB1_0404. The binding affinity (normalized) is 0.735. (5) The peptide sequence is EAVSLLCSDKQPCNG. The MHC is HLA-DQA10501-DQB10301 with pseudo-sequence HLA-DQA10501-DQB10301. The binding affinity (normalized) is 0.108.